This data is from NCI-60 drug combinations with 297,098 pairs across 59 cell lines. The task is: Regression. Given two drug SMILES strings and cell line genomic features, predict the synergy score measuring deviation from expected non-interaction effect. Drug 1: CC1=C(C(CCC1)(C)C)C=CC(=CC=CC(=CC(=O)O)C)C. Drug 2: C1C(C(OC1N2C=NC(=NC2=O)N)CO)O. Cell line: HS 578T. Synergy scores: CSS=20.2, Synergy_ZIP=-1.33, Synergy_Bliss=5.81, Synergy_Loewe=2.83, Synergy_HSA=6.28.